Dataset: CYP2D6 inhibition data for predicting drug metabolism from PubChem BioAssay. Task: Regression/Classification. Given a drug SMILES string, predict its absorption, distribution, metabolism, or excretion properties. Task type varies by dataset: regression for continuous measurements (e.g., permeability, clearance, half-life) or binary classification for categorical outcomes (e.g., BBB penetration, CYP inhibition). Dataset: cyp2d6_veith. The drug is N#C/C(C(=O)Oc1ccccc1)=C1/Nc2ccccc2-c2ccccc21. The result is 0 (non-inhibitor).